The task is: Predict the reactants needed to synthesize the given product.. This data is from Full USPTO retrosynthesis dataset with 1.9M reactions from patents (1976-2016). (1) The reactants are: Cl[C:2]1[CH:3]=[C:4]2[C:8](=[CH:9][CH:10]=1)[N:7]([CH2:11][CH2:12][CH2:13][O:14][C:15]1[C:24]3[C:19](=[CH:20][CH:21]=[CH:22][CH:23]=3)[CH:18]=[CH:17][CH:16]=1)[C:6]([C:25]([O:27]CC)=[O:26])=[C:5]2[C:30]1[CH:35]=[CH:34][CH:33]=[CH:32][C:31]=1[CH:36]([CH3:38])[CH3:37].[C:39]1(B(O)O)[CH:44]=[CH:43][CH:42]=[CH:41][CH:40]=1.C1(P(C2CCCCC2)C2C=CC=CC=2C2C(OC)=CC=CC=2OC)CCCCC1.[O-]P([O-])([O-])=O.[K+].[K+].[K+]. Given the product [CH:36]([C:31]1[CH:32]=[CH:33][CH:34]=[CH:35][C:30]=1[C:5]1[C:4]2[C:8](=[CH:9][CH:10]=[C:2]([C:39]3[CH:44]=[CH:43][CH:42]=[CH:41][CH:40]=3)[CH:3]=2)[N:7]([CH2:11][CH2:12][CH2:13][O:14][C:15]2[C:24]3[C:19](=[CH:20][CH:21]=[CH:22][CH:23]=3)[CH:18]=[CH:17][CH:16]=2)[C:6]=1[C:25]([OH:27])=[O:26])([CH3:38])[CH3:37], predict the reactants needed to synthesize it. (2) The reactants are: [C:1]([C:3]1[CH:8]=[C:7]([O:9][CH3:10])[C:6]([O:11][CH2:12][C:13]2[CH:18]=[CH:17][CH:16]=[C:15]([S:19]([CH3:27])(=[N:21][C:22]([O:24][CH2:25][CH3:26])=[O:23])=[O:20])[CH:14]=2)=[CH:5][C:4]=1[N:28]=[CH:29][N:30](C)C)#[N:2].N[C:34]1[CH:35]=[C:36]([CH:39]=[CH:40][CH:41]=1)[C:37]#[N:38]. Given the product [C:37]([C:36]1[CH:35]=[C:34]([NH:2][C:1]2[C:3]3[C:4](=[CH:5][C:6]([O:11][CH2:12][C:13]4[CH:14]=[C:15]([S:19]([CH3:27])(=[N:21][C:22]([O:24][CH2:25][CH3:26])=[O:23])=[O:20])[CH:16]=[CH:17][CH:18]=4)=[C:7]([O:9][CH3:10])[CH:8]=3)[N:28]=[CH:29][N:30]=2)[CH:41]=[CH:40][CH:39]=1)#[N:38], predict the reactants needed to synthesize it. (3) The reactants are: Cl[C:2]1[N:3]=[C:4]([NH:21][C:22]2[CH:30]=[CH:29][CH:28]=[CH:27][C:23]=2[C:24](N)=[O:25])[C:5]2[CH:10]=[CH:9][N:8]([S:11]([C:14]3[CH:19]=[CH:18][C:17]([CH3:20])=[CH:16][CH:15]=3)(=[O:13])=[O:12])[C:6]=2[N:7]=1.[NH2:31][C:32]1[CH:33]=[C:34]([NH:39][C:40](=[O:45])[CH2:41][N:42]([CH3:44])[CH3:43])[CH:35]=[CH:36][C:37]=1[CH3:38].[I-].[K+].Cl.C(=O)(O)[O-].[Na+]. Given the product [CH3:43][N:42]([CH3:44])[CH2:41][C:40]([NH:39][C:34]1[CH:35]=[CH:36][C:37]([CH3:38])=[C:32]([NH:31][C:2]2[N:3]3[C:4](=[N:21][C:22]4[C:23]([C:24]3=[O:25])=[CH:27][CH:28]=[CH:29][CH:30]=4)[C:5]3[CH:10]=[CH:9][N:8]([S:11]([C:14]4[CH:15]=[CH:16][C:17]([CH3:20])=[CH:18][CH:19]=4)(=[O:12])=[O:13])[C:6]=3[N:7]=2)[CH:33]=1)=[O:45], predict the reactants needed to synthesize it. (4) Given the product [CH3:1][C:2]1[C:3]([NH:8][S:9]([C:12]2[S:13][C:14]([CH3:43])=[CH:15][C:16]=2[C:17]2[CH:22]=[CH:21][C:20]([CH2:23][N:24]3[C:32]4[CH:31]=[C:30]([CH3:33])[N:29]=[C:28]([CH3:34])[C:27]=4[C:26]([C:35]4[S:36][CH:37]=[CH:38][CH:39]=4)=[N:25]3)=[CH:19][C:18]=2[CH2:40][O:41][CH3:42])(=[O:11])=[O:10])=[N:4][O:5][C:6]=1[CH3:7], predict the reactants needed to synthesize it. The reactants are: [CH3:1][C:2]1[C:3]([N:8](COCCOC)[S:9]([C:12]2[S:13][C:14]([CH3:43])=[CH:15][C:16]=2[C:17]2[CH:22]=[CH:21][C:20]([CH2:23][N:24]3[C:32]4[CH:31]=[C:30]([CH3:33])[N:29]=[C:28]([CH3:34])[C:27]=4[C:26]([C:35]4[S:36][CH:37]=[CH:38][CH:39]=4)=[N:25]3)=[CH:19][C:18]=2[CH2:40][O:41][CH3:42])(=[O:11])=[O:10])=[N:4][O:5][C:6]=1[CH3:7].Cl. (5) Given the product [CH3:16][O:15][C:11]1[CH:12]=[C:13]([CH3:14])[C:8]([S:5]([N:4]([CH2:3][CH2:2][O:1][CH2:27][C:26]([O:25][C:21]([CH3:24])([CH3:23])[CH3:22])=[O:29])[CH3:18])(=[O:7])=[O:6])=[C:9]([CH3:17])[CH:10]=1, predict the reactants needed to synthesize it. The reactants are: [OH:1][CH2:2][CH2:3][N:4]([CH3:18])[S:5]([C:8]1[C:13]([CH3:14])=[CH:12][C:11]([O:15][CH3:16])=[CH:10][C:9]=1[CH3:17])(=[O:7])=[O:6].[OH-].[Na+].[C:21]([O:25][C:26](=[O:29])[CH2:27]Br)([CH3:24])([CH3:23])[CH3:22]. (6) Given the product [F:1][C:2]1[C:3]([CH2:9][O:10][C:11]2[CH:16]=[CH:15][N:14]([C:19]3[CH:20]=[CH:21][C:22]4[C:23]5[CH2:33][N:32]([C:34]([O:36][CH2:3][CH2:2][CH2:7][CH3:6])=[O:35])[CH2:31][CH2:30][CH2:29][C:24]=5[N:25]([CH3:28])[C:26]=4[CH:27]=3)[C:13](=[O:17])[CH:12]=2)=[N:4][CH:5]=[C:6]([F:8])[CH:7]=1, predict the reactants needed to synthesize it. The reactants are: [F:1][C:2]1[C:3]([CH2:9][O:10][C:11]2[CH:16]=[CH:15][NH:14][C:13](=[O:17])[CH:12]=2)=[N:4][CH:5]=[C:6]([F:8])[CH:7]=1.Br[C:19]1[CH:20]=[CH:21][C:22]2[C:23]3[CH2:33][N:32]([C:34]([O:36]C(C)(C)C)=[O:35])[CH2:31][CH2:30][CH2:29][C:24]=3[N:25]([CH3:28])[C:26]=2[CH:27]=1. (7) Given the product [CH3:16][C@@H:13]1[O:14][CH2:15][C@:7]2([C:4]3[S:5][CH:6]=[C:2]([NH:18][C:17](=[O:24])[O:19][C:20]([CH3:23])([CH3:22])[CH3:21])[N:3]=3)[NH:8][O:9][CH2:10][C@@H:11]2[CH2:12]1, predict the reactants needed to synthesize it. The reactants are: Br[C:2]1[N:3]=[C:4]([C@:7]23[CH2:15][O:14][C@@H:13]([CH3:16])[CH2:12][C@H:11]2[CH2:10][O:9][NH:8]3)[S:5][CH:6]=1.[C:17](=[O:24])([O:19][C:20]([CH3:23])([CH3:22])[CH3:21])[NH2:18].P([O-])([O-])([O-])=O.[K+].[K+].[K+].C(P(C(C)(C)C)C1C=CC=CC=1C1C(C(C)C)=CC(C(C)C)=CC=1C(C)C)(C)(C)C. (8) Given the product [F:1][C:2]1[CH:3]=[CH:4][C:5]2[C:6]3[N:7]([CH:17]=[CH:18][N:16]=3)[C:8]3[CH:9]=[CH:10][CH:11]=[CH:12][C:13]=3[C:14]=2[CH:15]=1, predict the reactants needed to synthesize it. The reactants are: [F:1][C:2]1[CH:3]=[CH:4][C:5]2[C:14]([CH:15]=1)=[C:13]1[C:8]([CH:9]=[CH:10][CH:11]=[CH:12]1)=[N:7][C:6]=2[NH2:16].[C:17](Cl)(=O)[CH3:18].C(=O)(O)[O-].[Na+]. (9) Given the product [CH:1]1([CH2:4][N:5]2[C:9]3[CH:10]=[CH:11][C:12]([N:14]([CH3:32])[C:15](=[O:17])[CH3:16])=[CH:13][C:8]=3[N:7]=[C:6]2[CH:18]([C:20]2[CH:25]=[CH:24][C:23]([O:26][CH2:27][CH3:28])=[CH:22][CH:21]=2)[CH3:19])[CH2:3][CH2:2]1, predict the reactants needed to synthesize it. The reactants are: [CH:1]1([CH2:4][N:5]2[C:9]3[CH:10]=[CH:11][C:12]([NH:14][C:15](=[O:17])[CH3:16])=[CH:13][C:8]=3[N:7]=[C:6]2[CH:18]([C:20]2[CH:25]=[CH:24][C:23]([O:26][CH2:27][CH3:28])=[CH:22][CH:21]=2)[CH3:19])[CH2:3][CH2:2]1.[H-].[Na+].I[CH3:32].